The task is: Predict the product of the given reaction.. This data is from Forward reaction prediction with 1.9M reactions from USPTO patents (1976-2016). (1) Given the reactants [CH3:1][O:2][C:3]1[CH:4]=[C:5]2[C:10](=[CH:11][C:12]=1[O:13][CH3:14])[N:9]=[CH:8][CH:7]=[C:6]2[O:15][C:16]1[CH:21]=[CH:20][C:19]([NH2:22])=[CH:18][C:17]=1[F:23].[OH:24][C@H:25]([CH3:43])[CH2:26][N:27]1[C:31]([CH3:32])=[C:30]([C:33](O)=[O:34])[C:29](=[O:36])[N:28]1[C:37]1[CH:42]=[CH:41][CH:40]=[CH:39][CH:38]=1.CN(C(ON1N=NC2C=CC=NC1=2)=[N+](C)C)C.F[P-](F)(F)(F)(F)F, predict the reaction product. The product is: [CH3:1][O:2][C:3]1[CH:4]=[C:5]2[C:10](=[CH:11][C:12]=1[O:13][CH3:14])[N:9]=[CH:8][CH:7]=[C:6]2[O:15][C:16]1[CH:21]=[CH:20][C:19]([NH:22][C:33]([C:30]2[C:29](=[O:36])[N:28]([C:37]3[CH:42]=[CH:41][CH:40]=[CH:39][CH:38]=3)[N:27]([CH2:26][C@H:25]([OH:24])[CH3:43])[C:31]=2[CH3:32])=[O:34])=[CH:18][C:17]=1[F:23]. (2) Given the reactants [Br:1][C:2]1[C:3]([F:14])=[C:4]([NH:8][C:9](=[O:13])[CH:10]=NO)[CH:5]=[CH:6][CH:7]=1.S(=O)(=O)(O)[OH:16], predict the reaction product. The product is: [Br:1][C:2]1[C:3]([F:14])=[C:4]2[C:5]([C:10](=[O:16])[C:9](=[O:13])[NH:8]2)=[CH:6][CH:7]=1. (3) Given the reactants ClC1C(C(OC)=O)=CC=C2C=1C=CN2.[NH2:15][C:16]1[C:25]([CH2:26][CH2:27][O:28][CH2:29][CH3:30])=[CH:24][C:19]([C:20]([O:22][CH3:23])=[O:21])=[C:18]([Cl:31])[C:17]=1[C:32]#[CH:33], predict the reaction product. The product is: [Cl:31][C:18]1[C:19]([C:20]([O:22][CH3:23])=[O:21])=[CH:24][C:25]([CH2:26][CH2:27][O:28][CH2:29][CH3:30])=[C:16]2[C:17]=1[CH:32]=[CH:33][NH:15]2. (4) Given the reactants [NH2:1][C@H:2]([C:7]1[CH:12]=[CH:11][C:10]([Br:13])=[CH:9][CH:8]=1)[CH2:3][C:4](O)=[O:5].CO, predict the reaction product. The product is: [NH2:1][C@H:2]([C:7]1[CH:8]=[CH:9][C:10]([Br:13])=[CH:11][CH:12]=1)[CH2:3][CH2:4][OH:5]. (5) Given the reactants [NH2:1][C:2]1[CH:3]=[C:4]([CH:16]=[CH:17][C:18]=1[NH2:19])[C:5]([NH:7][C:8]1[CH:13]=[CH:12][C:11]([CH3:14])=[C:10]([CH3:15])[CH:9]=1)=[O:6].[CH3:20][C:21]1[CH:28]=[C:27]([O:29][CH2:30][CH2:31][N:32]2[CH2:36][CH2:35][CH2:34][CH2:33]2)[CH:26]=[C:25]([CH3:37])[C:22]=1[CH:23]=O, predict the reaction product. The product is: [CH3:15][C:10]1[CH:9]=[C:8]([NH:7][C:5]([C:4]2[CH:16]=[CH:17][C:18]3[N:19]=[C:23]([C:22]4[C:21]([CH3:20])=[CH:28][C:27]([O:29][CH2:30][CH2:31][N:32]5[CH2:36][CH2:35][CH2:34][CH2:33]5)=[CH:26][C:25]=4[CH3:37])[NH:1][C:2]=3[CH:3]=2)=[O:6])[CH:13]=[CH:12][C:11]=1[CH3:14]. (6) Given the reactants [Br:1][C:2]1[S:6][C:5]([C:7]([O:9][CH3:10])=[O:8])=[C:4]([NH:11][C:12](=O)C(F)(F)F)[CH:3]=1.C(=O)([O-])[O-].[K+].[K+].CI.C([O-])(O)=O.[Na+], predict the reaction product. The product is: [Br:1][C:2]1[S:6][C:5]([C:7]([O:9][CH3:10])=[O:8])=[C:4]([NH:11][CH3:12])[CH:3]=1. (7) Given the reactants C(OC(=O)[NH:7][CH2:8][CH2:9][C@H:10]([N:12]1[CH2:17][CH2:16][CH:15]([NH:18][C:19]2[CH:24]=[CH:23][C:22]([O:25][Si:26]([C:29]([CH3:32])([CH3:31])[CH3:30])([CH3:28])[CH3:27])=[CH:21][CH:20]=2)[CH2:14][CH2:13]1)[CH3:11])(C)(C)C.[CH3:34][C:35]1[CH:40]=[CH:39][N:38]=[CH:37][C:36]=1[CH:41]=O, predict the reaction product. The product is: [NH2:7][CH2:8][CH2:9][C@H:10]([N:12]1[CH2:13][CH2:14][CH:15]([N:18]([C:19]2[CH:20]=[CH:21][C:22]([O:25][Si:26]([C:29]([CH3:30])([CH3:32])[CH3:31])([CH3:27])[CH3:28])=[CH:23][CH:24]=2)[CH2:41][C:36]2[CH:37]=[N:38][CH:39]=[CH:40][C:35]=2[CH3:34])[CH2:16][CH2:17]1)[CH3:11].